This data is from TCR-epitope binding with 47,182 pairs between 192 epitopes and 23,139 TCRs. The task is: Binary Classification. Given a T-cell receptor sequence (or CDR3 region) and an epitope sequence, predict whether binding occurs between them. (1) The epitope is LLWNGPMAV. The TCR CDR3 sequence is CASSQAGTSYEQYF. Result: 1 (the TCR binds to the epitope). (2) The epitope is ISDYDYYRY. The TCR CDR3 sequence is CASSYYRGYGADEQYF. Result: 1 (the TCR binds to the epitope).